Dataset: Forward reaction prediction with 1.9M reactions from USPTO patents (1976-2016). Task: Predict the product of the given reaction. (1) Given the reactants [Cl:1][C:2]1[CH:3]=[CH:4][C:5]2[O:10][C:9](=[O:11])[CH:8]=[C:7]([CH2:12][CH2:13][CH2:14][C:15]#[N:16])[C:6]=2[CH:17]=1.[OH2:18], predict the reaction product. The product is: [Cl:1][C:2]1[CH:3]=[CH:4][C:5]2[O:10][C:9](=[O:11])[CH:8]=[C:7]([CH2:12][CH2:13][CH2:14][C:15]([NH2:16])=[O:18])[C:6]=2[CH:17]=1. (2) Given the reactants [Cl:1][C:2]1[CH:7]=[C:6]([S:8]([CH3:11])(=[O:10])=[O:9])[CH:5]=[CH:4][C:3]=1[C:12]([OH:14])=O.[CH2:15]([C:17]1[O:21][C:20]([NH2:22])=[N:19][N:18]=1)[CH3:16].C(P1(=O)OP(=O)(CCC)OP(=O)(CCC)O1)CC.C(N(CC)CC)C, predict the reaction product. The product is: [Cl:1][C:2]1[CH:7]=[C:6]([S:8]([CH3:11])(=[O:9])=[O:10])[CH:5]=[CH:4][C:3]=1[C:12]([NH:22][C:20]1[O:21][C:17]([CH2:15][CH3:16])=[N:18][N:19]=1)=[O:14]. (3) Given the reactants [C:1]1([S:7]([N:10]2[C:14]3=[N:15][CH:16]=[C:17]([Br:19])[CH:18]=[C:13]3[C:12]([CH:20]=O)=[CH:11]2)(=[O:9])=[O:8])[CH:6]=[CH:5][CH:4]=[CH:3][CH:2]=1.[N:22]1C=CC=CC=1.[O-]S([O-])(=O)=O.[Mg+2].[Se](=O)=O, predict the reaction product. The product is: [C:1]1([S:7]([N:10]2[C:14]3=[N:15][CH:16]=[C:17]([Br:19])[CH:18]=[C:13]3[C:12]([C:20]#[N:22])=[CH:11]2)(=[O:9])=[O:8])[CH:6]=[CH:5][CH:4]=[CH:3][CH:2]=1. (4) Given the reactants Br[C:2]1[C:3]([NH2:9])=[N:4][CH:5]=[C:6]([Br:8])[N:7]=1.[CH3:10][C:11]1(C)[C:15](C)(C)OB(C(C)=C)O1.C([O-])([O-])=O.[Cs+].[Cs+], predict the reaction product. The product is: [Br:8][C:6]1[N:7]=[C:2]([C:11]([CH3:15])=[CH2:10])[C:3]([NH2:9])=[N:4][CH:5]=1. (5) Given the reactants [F:1][C:2]1[CH:3]=[C:4]([CH:12]2[C:21]3[C:16](=[CH:17][CH:18]=[CH:19][CH:20]=3)[CH2:15][CH2:14][NH:13]2)[CH:5]=[CH:6][C:7]=1[C:8]([F:11])([F:10])[F:9].[F:22][C:23]1[CH:28]=[CH:27][C:26]([N:29]=[C:30]=[O:31])=[CH:25][CH:24]=1, predict the reaction product. The product is: [F:1][C:2]1[CH:3]=[C:4]([CH:12]2[C:21]3[C:16](=[CH:17][CH:18]=[CH:19][CH:20]=3)[CH2:15][CH2:14][N:13]2[C:30]([NH:29][C:26]2[CH:27]=[CH:28][C:23]([F:22])=[CH:24][CH:25]=2)=[O:31])[CH:5]=[CH:6][C:7]=1[C:8]([F:11])([F:9])[F:10]. (6) Given the reactants C[O:2][C:3]([C:5]1[C:6]([OH:29])=[C:7]2[C:12](=[CH:13][N:14]=1)[N:11]([CH2:15][C:16]1[CH:21]=[CH:20][CH:19]=[CH:18][CH:17]=1)[C:10](=[O:22])[C:9]([C:23]1[CH:28]=[CH:27][CH:26]=[CH:25][CH:24]=1)=[CH:8]2)=O.[CH3:30][NH2:31], predict the reaction product. The product is: [CH3:30][NH:31][C:3]([C:5]1[C:6]([OH:29])=[C:7]2[C:12](=[CH:13][N:14]=1)[N:11]([CH2:15][C:16]1[CH:21]=[CH:20][CH:19]=[CH:18][CH:17]=1)[C:10](=[O:22])[C:9]([C:23]1[CH:24]=[CH:25][CH:26]=[CH:27][CH:28]=1)=[CH:8]2)=[O:2].